Predict which catalyst facilitates the given reaction. From a dataset of Catalyst prediction with 721,799 reactions and 888 catalyst types from USPTO. (1) The catalyst class is: 31. Product: [Cl:1][C:2]1[CH:3]=[C:4]([CH2:17][N:18]2[C:22]([CH3:23])=[CH:21][C:20]([C:24]([NH:27][N:28]3[CH2:33][CH2:32][O:31][CH2:30][CH2:29]3)=[O:25])=[N:19]2)[C:5]2[O:9][C:8]([C:10]3[CH:15]=[CH:14][CH:13]=[CH:12][CH:11]=3)=[CH:7][C:6]=2[CH:16]=1. Reactant: [Cl:1][C:2]1[CH:3]=[C:4]([CH2:17][N:18]2[C:22]([CH3:23])=[CH:21][C:20]([C:24](O)=[O:25])=[N:19]2)[C:5]2[O:9][C:8]([C:10]3[CH:15]=[CH:14][CH:13]=[CH:12][CH:11]=3)=[CH:7][C:6]=2[CH:16]=1.[NH2:27][N:28]1[CH2:33][CH2:32][O:31][CH2:30][CH2:29]1.CCN=C=NCCCN(C)C.Cl.ON1C2C=CC=CC=2N=N1. (2) Reactant: CS[C:3]1[N:8]=[C:7]([C:9]2[C:17]3[C:12](=[N:13][CH:14]=[C:15]([C:18]([F:21])([F:20])[F:19])[CH:16]=3)[N:11]([S:22]([C:25]3[CH:31]=[CH:30][C:28]([CH3:29])=[CH:27][CH:26]=3)(=[O:24])=[O:23])[CH:10]=2)[C:6]([C:32]#[N:33])=[CH:5][N:4]=1.ClC1C=CC=C(C(OO)=O)C=1.[F:45][C:46]1[C:51]([OH:52])=[C:50]([F:53])[C:49]([F:54])=[C:48]([F:55])[C:47]=1[F:56]. Product: [F:45][C:46]1[C:47]([F:56])=[C:48]([F:55])[C:49]([F:54])=[C:50]([F:53])[C:51]=1[O:52][C:3]1[N:8]=[C:7]([C:9]2[C:17]3[C:12](=[N:13][CH:14]=[C:15]([C:18]([F:19])([F:20])[F:21])[CH:16]=3)[N:11]([S:22]([C:25]3[CH:26]=[CH:27][C:28]([CH3:29])=[CH:30][CH:31]=3)(=[O:24])=[O:23])[CH:10]=2)[C:6]([C:32]#[N:33])=[CH:5][N:4]=1. The catalyst class is: 4. (3) Reactant: [C:1]([C:4]1[C:9]([C:10]2[CH:15]=[CH:14][CH:13]=[CH:12][CH:11]=2)=[N:8][N:7]([CH2:16][CH:17]2[CH2:19][CH2:18]2)[C:6](=[O:20])[CH:5]=1)(=[O:3])[CH3:2]. Product: [CH:17]1([CH2:16][N:7]2[C:6](=[O:20])[CH:5]=[C:4]([CH:1]([OH:3])[CH3:2])[C:9]([C:10]3[CH:11]=[CH:12][CH:13]=[CH:14][CH:15]=3)=[N:8]2)[CH2:19][CH2:18]1. The catalyst class is: 36. (4) Reactant: [CH2:1]([N:4]1[CH2:8][CH2:7][CH2:6][CH2:5]1)[CH2:2][CH3:3].[CH2:9]([O:11][CH2:12][Cl:13])C. Product: [Cl-:13].[CH3:9][O:11][CH2:12][N+:4]1([CH2:1][CH2:2][CH3:3])[CH2:8][CH2:7][CH2:6][CH2:5]1. The catalyst class is: 95. (5) Reactant: [OH-].[Na+].[CH2:3]([C:5]1[C:6]2[CH2:22][CH2:21][N:20]([C:23]3[CH:28]=[CH:27][C:26]([CH2:29][C:30]([O:32]CC)=[O:31])=[CH:25][CH:24]=3)[C:7]=2[N:8]=[C:9]([C:11]2[CH:16]=[CH:15][C:14]([O:17][CH3:18])=[C:13]([F:19])[CH:12]=2)[N:10]=1)[CH3:4].Cl. Product: [CH2:3]([C:5]1[C:6]2[CH2:22][CH2:21][N:20]([C:23]3[CH:28]=[CH:27][C:26]([CH2:29][C:30]([OH:32])=[O:31])=[CH:25][CH:24]=3)[C:7]=2[N:8]=[C:9]([C:11]2[CH:16]=[CH:15][C:14]([O:17][CH3:18])=[C:13]([F:19])[CH:12]=2)[N:10]=1)[CH3:4]. The catalyst class is: 71. (6) Reactant: [OH:1][C:2]1(S)[CH:7]=[C:6]([CH2:8][CH2:9][CH2:10][O:11][CH3:12])[N:5]=[CH:4][NH:3]1.ClCC(O)=[O:17].[OH-].[Na+]. Product: [OH:17][C:4]1[N:3]=[C:2]([OH:1])[CH:7]=[C:6]([CH2:8][CH2:9][CH2:10][O:11][CH3:12])[N:5]=1. The catalyst class is: 6. (7) Reactant: [Cl:1][C:2]1[N:7]=[C:6]([N:8]2[CH2:12][CH2:11][C@:10]([CH:15]([CH3:17])[CH3:16])([C:13]#[N:14])[C:9]2=[O:18])[CH:5]=[CH:4][N:3]=1.[NH2:19][C:20]1[CH:29]=[CH:28][C:23]([C:24]([NH:26][CH3:27])=[O:25])=[CH:22][CH:21]=1.C(O)(=O)C. Product: [ClH:1].[C:13]([C@@:10]1([CH:15]([CH3:17])[CH3:16])[CH2:11][CH2:12][N:8]([C:6]2[CH:5]=[CH:4][N:3]=[C:2]([NH:19][C:20]3[CH:21]=[CH:22][C:23]([C:24]([NH:26][CH3:27])=[O:25])=[CH:28][CH:29]=3)[N:7]=2)[C:9]1=[O:18])#[N:14]. The catalyst class is: 8. (8) Reactant: [Br:1][CH2:2][C:3]([C:5]1[CH:10]=[CH:9][C:8]([OH:11])=[CH:7][CH:6]=1)=O.[NH2:12][C:13]1[CH:18]=[CH:17][C:16]([O:19][CH3:20])=[CH:15][N:14]=1. Product: [BrH:1].[OH:11][C:8]1[CH:9]=[CH:10][C:5]([C:3]2[N:12]=[C:13]3[CH:18]=[CH:17][C:16]([O:19][CH3:20])=[CH:15][N:14]3[CH:2]=2)=[CH:6][CH:7]=1. The catalyst class is: 10.